From a dataset of Catalyst prediction with 721,799 reactions and 888 catalyst types from USPTO. Predict which catalyst facilitates the given reaction. (1) Reactant: [Br:1][C:2]1[CH:7]=[C:6]([F:8])[C:5]([CH:9](O)[C:10]([NH2:12])=[O:11])=[C:4]([F:14])[CH:3]=1.C(N(CC)CC)C.CS(Cl)(=O)=O.S([O-])(=O)(=O)C.Cl.[CH2:33]([N:35]1[CH2:40][C:39]2([CH2:45][CH2:44][NH:43][CH2:42][CH2:41]2)[O:38][CH2:37][C:36]1=[O:46])[CH3:34]. Product: [Br:1][C:2]1[CH:7]=[C:6]([F:8])[C:5]([CH:9]([N:43]2[CH2:44][CH2:45][C:39]3([O:38][CH2:37][C:36](=[O:46])[N:35]([CH2:33][CH3:34])[CH2:40]3)[CH2:41][CH2:42]2)[C:10]([NH2:12])=[O:11])=[C:4]([F:14])[CH:3]=1. The catalyst class is: 10. (2) Reactant: [CH3:1][CH2:2][C:3]([CH2:8][OH:9])([CH2:6][OH:7])CO.[C:10]([OH:19])(=[O:18])[CH2:11][CH2:12][CH2:13][CH2:14][CH2:15][CH2:16][CH3:17].[OH:20]N1C(=O)C[CH2:23][C:22]1=O.[CH3:28][CH:29](N=C=NC(C)C)C. Product: [CH2:12]([CH:11]([CH2:28][CH2:29][CH2:8][CH2:3][CH2:2][CH3:1])[C:10]([OH:19])=[O:18])[CH2:13][CH2:14][CH2:15][CH2:16][CH2:17][CH2:22][CH3:23].[OH:9][CH2:8][CH:3]([CH2:6][OH:7])[OH:20].[OH:9][CH2:8][CH:3]([CH2:6][OH:7])[OH:18].[OH:9][CH2:8][CH:3]([CH2:6][OH:7])[OH:18].[OH:9][CH2:8][CH:3]([CH2:6][OH:7])[OH:18].[OH:9][CH2:8][CH:3]([CH2:6][OH:7])[OH:18].[OH:9][CH2:8][CH:3]([CH2:6][OH:7])[OH:18]. The catalyst class is: 1.